From a dataset of Full USPTO retrosynthesis dataset with 1.9M reactions from patents (1976-2016). Predict the reactants needed to synthesize the given product. (1) The reactants are: C(OC([NH:8][C:9]1([C:18]([OH:20])=[O:19])[CH2:16][CH:15]2[NH:17][CH:11]([CH2:12][O:13][CH2:14]2)[CH2:10]1)=O)(C)(C)C.[Br:21][C:22]1[CH:27]=[C:26]([F:28])[CH:25]=[CH:24][C:23]=1[C@H:29]1[C:34]([C:35]([O:37][CH2:38][CH3:39])=[O:36])=[C:33]([CH2:40]Br)[NH:32][C:31]([C:42]2[S:43][CH:44]=[CH:45][N:46]=2)=[N:30]1. Given the product [NH2:8][C:9]1([C:18]([OH:20])=[O:19])[CH2:10][CH:11]2[N:17]([CH2:40][C:33]3[NH:32][C:31]([C:42]4[S:43][CH:44]=[CH:45][N:46]=4)=[N:30][C@@H:29]([C:23]4[CH:24]=[CH:25][C:26]([F:28])=[CH:27][C:22]=4[Br:21])[C:34]=3[C:35]([O:37][CH2:38][CH3:39])=[O:36])[CH:15]([CH2:14][O:13][CH2:12]2)[CH2:16]1, predict the reactants needed to synthesize it. (2) Given the product [Br:1][C:2]1[C:6]2[O:7][C:8]([N:12]3[CH2:17][CH2:16][O:15][CH2:14][CH2:13]3)=[CH:9][C:10](=[O:11])[C:5]=2[S:4][C:3]=1[C:18]1[CH:23]=[CH:22][CH:21]=[CH:20][CH:19]=1, predict the reactants needed to synthesize it. The reactants are: [Br:1][C:2]1[C:6]2[O:7][C:8]([N:12]3[CH2:17][CH2:16][O:15][CH2:14][CH2:13]3)=[CH:9][C:10](=[O:11])[C:5]=2[S:4][CH:3]=1.[C:18]1(I)[CH:23]=[CH:22][CH:21]=[CH:20][CH:19]=1.[F-].[K+].